From a dataset of Reaction yield outcomes from USPTO patents with 853,638 reactions. Predict the reaction yield, written as a fraction of the theoretical maximum amount of product (1.0 means a 100% yield; for example, 0.34 means a 34% yield). (1) The reactants are [OH:1][C:2]1[CH:3]=[C:4]2[C:9](=[CH:10][CH:11]=1)[CH2:8][N:7]([CH:12]=O)[CH2:6][C:5]2([CH3:15])[CH3:14].[CH2:16]([Mg]Br)[CH3:17].C(OCC)(=O)C. The catalyst is O1CCCC1.C(OCC)C.CCCCCC. The product is [CH:12]1([N:7]2[CH2:6][C:5]([CH3:15])([CH3:14])[C:4]3[C:9](=[CH:10][CH:11]=[C:2]([OH:1])[CH:3]=3)[CH2:8]2)[CH2:17][CH2:16]1. The yield is 0.630. (2) The reactants are [Cl:1][C:2]1[CH:7]=[CH:6][C:5]([N+:8]([O-:10])=[O:9])=[CH:4][C:3]=1I.[Br-].[N:13]1[CH:18]=[CH:17][CH:16]=[CH:15][C:14]=1[Zn+]. The catalyst is CC(N(C)C)=O.C1C=CC([P]([Pd]([P](C2C=CC=CC=2)(C2C=CC=CC=2)C2C=CC=CC=2)([P](C2C=CC=CC=2)(C2C=CC=CC=2)C2C=CC=CC=2)[P](C2C=CC=CC=2)(C2C=CC=CC=2)C2C=CC=CC=2)(C2C=CC=CC=2)C2C=CC=CC=2)=CC=1.C1C=CC(P(C2C=CC=CC=2)C2C=CC=CC=2)=CC=1. The product is [Cl:1][C:2]1[CH:7]=[CH:6][C:5]([N+:8]([O-:10])=[O:9])=[CH:4][C:3]=1[C:14]1[CH:15]=[CH:16][CH:17]=[CH:18][N:13]=1. The yield is 0.600. (3) The reactants are [NH2:1][C:2]1[CH:7]=[CH:6][CH:5]=[CH:4][N:3]=1.[F:8][C:9]([F:16])([F:15])[C:10]([O:12]CC)=O.FC(F)(F)C(OC(=O)C(F)(F)F)=O.[Cl:30][C:31]1[CH:36]=[CH:35][C:34]([CH2:37]Cl)=[CH:33][N:32]=1.C(=O)([O-])[O-].[K+].[K+]. The catalyst is CN(C)C=O.C1(C)C=CC=CC=1. The product is [Cl:30][C:31]1[N:32]=[CH:33][C:34]([CH2:37][N:3]2[CH:4]=[CH:5][CH:6]=[CH:7][C:2]2=[N:1][C:10](=[O:12])[C:9]([F:8])([F:15])[F:16])=[CH:35][CH:36]=1. The yield is 0.629. (4) The reactants are [CH2:1]([C@H:5]1[CH2:9][NH:8][C:7](=[O:10])[CH2:6]1)[CH2:2][CH2:3][CH3:4].[H-].[Na+].[CH2:13]([O:20][CH2:21][CH2:22][CH2:23][CH2:24][CH2:25]Br)[C:14]1[CH:19]=[CH:18][CH:17]=[CH:16][CH:15]=1. The catalyst is CN(C)C=O.C(OCC)(=O)C. The product is [CH2:13]([O:20][CH2:21][CH2:22][CH2:23][CH2:24][CH2:25][N:8]1[CH2:9][C@H:5]([CH2:1][CH2:2][CH2:3][CH3:4])[CH2:6][C:7]1=[O:10])[C:14]1[CH:19]=[CH:18][CH:17]=[CH:16][CH:15]=1. The yield is 0.950.